This data is from Full USPTO retrosynthesis dataset with 1.9M reactions from patents (1976-2016). The task is: Predict the reactants needed to synthesize the given product. (1) Given the product [F:1][C:2]1[CH:3]=[C:4]([C@@H:9]2[C:14]([C:15]([OH:17])=[O:16])=[C:13]([CH2:19][O:20][CH3:21])[NH:12][C:11](=[O:22])[NH:10]2)[CH:5]=[CH:6][C:7]=1[F:8], predict the reactants needed to synthesize it. The reactants are: [F:1][C:2]1[CH:3]=[C:4]([C@@H:9]2[C:14]([C:15]([O:17]C)=[O:16])=[C:13]([CH2:19][O:20][CH3:21])[NH:12][C:11](=[O:22])[NH:10]2)[CH:5]=[CH:6][C:7]=1[F:8].[OH-].[Li+]. (2) Given the product [CH3:1][C:2]([S:5]([NH:8][CH:9]1[CH2:17][C:12](=[O:13])[CH2:11][CH:10]1[N:18]([C@@H:29]([C:31]1[CH:36]=[CH:35][CH:34]=[CH:33][CH:32]=1)[CH3:30])[C:19](=[O:28])[O:20][CH2:21][C:22]1[CH:27]=[CH:26][CH:25]=[CH:24][CH:23]=1)(=[O:6])=[O:7])([CH3:3])[CH3:4], predict the reactants needed to synthesize it. The reactants are: [CH3:1][C:2]([S:5]([NH:8][CH:9]1[CH2:17][C:12]2(OCC[O:13]2)[CH2:11][CH:10]1[N:18]([C@@H:29]([C:31]1[CH:36]=[CH:35][CH:34]=[CH:33][CH:32]=1)[CH3:30])[C:19](=[O:28])[O:20][CH2:21][C:22]1[CH:27]=[CH:26][CH:25]=[CH:24][CH:23]=1)(=[O:7])=[O:6])([CH3:4])[CH3:3].Cl. (3) Given the product [OH:7][C:1]([C:3]([F:6])([F:5])[F:4])=[O:2].[NH2:14][CH2:15][C:16]([NH:17][CH:18]1[CH2:21][N:20]([CH:22]2[CH2:27][CH2:26][CH:25]([C:28]3[CH:33]=[CH:32][CH:31]=[CH:30][CH:29]=3)[CH2:24][CH2:23]2)[CH2:19]1)=[O:34], predict the reactants needed to synthesize it. The reactants are: [C:1]([OH:7])([C:3]([F:6])([F:5])[F:4])=[O:2].C(OC(=O)[NH:14][CH2:15][C:16](=[O:34])[NH:17][CH:18]1[CH2:21][N:20]([CH:22]2[CH2:27][CH2:26][CH:25]([C:28]3[CH:33]=[CH:32][CH:31]=[CH:30][CH:29]=3)[CH2:24][CH2:23]2)[CH2:19]1)(C)(C)C. (4) Given the product [C:25]([O:29][C:30](=[O:31])[N:7]([CH2:6][C:5]1[CH:16]=[CH:17][C:2]([Cl:1])=[CH:3][CH:4]=1)[C:8]1[CH:9]=[CH:10][C:11]([CH:14]=[O:15])=[CH:12][N:13]=1)([CH3:28])([CH3:27])[CH3:26], predict the reactants needed to synthesize it. The reactants are: [Cl:1][C:2]1[CH:17]=[CH:16][C:5]([CH2:6][NH:7][C:8]2[N:13]=[CH:12][C:11]([CH:14]=[O:15])=[CH:10][CH:9]=2)=[CH:4][CH:3]=1.C(N(CC)CC)C.[C:25]([O:29][C:30](O[C:30]([O:29][C:25]([CH3:28])([CH3:27])[CH3:26])=[O:31])=[O:31])([CH3:28])([CH3:27])[CH3:26].